Task: Regression. Given two drug SMILES strings and cell line genomic features, predict the synergy score measuring deviation from expected non-interaction effect.. Dataset: NCI-60 drug combinations with 297,098 pairs across 59 cell lines (1) Drug 1: C1=CC(=CC=C1CCCC(=O)O)N(CCCl)CCCl. Drug 2: C1CC(C1)(C(=O)O)C(=O)O.[NH2-].[NH2-].[Pt+2]. Cell line: RPMI-8226. Synergy scores: CSS=71.2, Synergy_ZIP=-11.1, Synergy_Bliss=-11.4, Synergy_Loewe=-10.1, Synergy_HSA=-6.39. (2) Drug 1: COC1=C(C=C2C(=C1)N=CN=C2NC3=CC(=C(C=C3)F)Cl)OCCCN4CCOCC4. Drug 2: C1=CC(=CC=C1CCCC(=O)O)N(CCCl)CCCl. Cell line: A498. Synergy scores: CSS=42.8, Synergy_ZIP=-7.82, Synergy_Bliss=-1.02, Synergy_Loewe=3.52, Synergy_HSA=5.09. (3) Drug 1: CC1=C(C=C(C=C1)NC2=NC=CC(=N2)N(C)C3=CC4=NN(C(=C4C=C3)C)C)S(=O)(=O)N.Cl. Drug 2: CC1=C(C(CCC1)(C)C)C=CC(=CC=CC(=CC(=O)O)C)C. Cell line: OVCAR-5. Synergy scores: CSS=-0.500, Synergy_ZIP=1.84, Synergy_Bliss=2.93, Synergy_Loewe=1.19, Synergy_HSA=0.588.